The task is: Regression. Given two drug SMILES strings and cell line genomic features, predict the synergy score measuring deviation from expected non-interaction effect.. This data is from Merck oncology drug combination screen with 23,052 pairs across 39 cell lines. Drug 1: O=S1(=O)NC2(CN1CC(F)(F)F)C1CCC2Cc2cc(C=CCN3CCC(C(F)(F)F)CC3)ccc2C1. Drug 2: CC(C)CC(NC(=O)C(Cc1ccccc1)NC(=O)c1cnccn1)B(O)O. Cell line: HCT116. Synergy scores: synergy=-2.00.